This data is from Forward reaction prediction with 1.9M reactions from USPTO patents (1976-2016). The task is: Predict the product of the given reaction. (1) Given the reactants [CH:1]1([C:7](=O)[CH2:8][CH2:9][C:10](=O)[CH3:11])[CH2:6][CH2:5][CH2:4][CH2:3][CH2:2]1.Cl.[NH2:15][CH2:16][C:17]([O:19][CH2:20][CH3:21])=[O:18].C(=O)(O)[O-].[Na+], predict the reaction product. The product is: [CH:1]1([C:7]2[N:15]([CH2:16][C:17]([O:19][CH2:20][CH3:21])=[O:18])[C:10]([CH3:11])=[CH:9][CH:8]=2)[CH2:6][CH2:5][CH2:4][CH2:3][CH2:2]1. (2) Given the reactants [CH3:1][NH2:2].[C:3]([O:7][CH2:8][CH3:9])(=[O:6])[CH:4]=[CH2:5], predict the reaction product. The product is: [CH3:1][NH:2][CH2:5][CH2:4][C:3]([O:7][CH2:8][CH3:9])=[O:6]. (3) Given the reactants [NH2:1][C:2]1[S:3][CH:4]=[C:5]([C:12]2[CH:17]=[CH:16][C:15]([CH2:18][CH3:19])=[CH:14][CH:13]=2)[C:6]=1[C:7]([O:9][CH2:10][CH3:11])=[O:8].[C:20](Cl)(=[O:27])[C:21]1[CH:26]=[CH:25][CH:24]=[CH:23][CH:22]=1.N1C=CC=CC=1, predict the reaction product. The product is: [C:20]([NH:1][C:2]1[S:3][CH:4]=[C:5]([C:12]2[CH:13]=[CH:14][C:15]([CH2:18][CH3:19])=[CH:16][CH:17]=2)[C:6]=1[C:7]([O:9][CH2:10][CH3:11])=[O:8])(=[O:27])[C:21]1[CH:26]=[CH:25][CH:24]=[CH:23][CH:22]=1. (4) The product is: [CH:31]1([N:15]([C:16]2[CH:21]=[CH:20][CH:19]=[C:18]([F:22])[C:17]=2[CH3:23])[C:13](=[O:14])[N:12]([CH3:60])[C:10]2[S:11][C:7]([S:6][CH2:5][C:4]([OH:3])=[O:30])=[CH:8][N:9]=2)[CH2:35][CH2:34][CH2:33][CH2:32]1. Given the reactants C([O:3][C:4](=[O:30])[CH2:5][S:6][C:7]1[S:11][C:10]([NH:12][C:13]([N:15](CC2CCCC2)[C:16]2[CH:21]=[CH:20][CH:19]=[C:18]([F:22])[C:17]=2[CH3:23])=[O:14])=[N:9][CH:8]=1)C.[CH:31]1(N(C2C=CC(S(C)(=O)=O)=CC=2)C(=O)N(C)C2SC=C(CC(O)=O)N=2)[CH2:35][CH2:34][CH2:33][CH2:32]1.[CH:60]1(CNC2C=CC=C(F)C=2C)CCCC1.C(OC(=O)CSC1SC(N)=NC=1)C, predict the reaction product. (5) Given the reactants [C:1]([O:5][C:6]([NH:8][CH2:9][CH2:10][CH2:11][C@H:12]([NH:27]C(=O)OCC1C=CC=CC=1)[CH2:13][C:14]([NH:16][CH2:17][CH2:18][NH:19][C:20]([O:22][C:23]([CH3:26])([CH3:25])[CH3:24])=[O:21])=[O:15])=[O:7])([CH3:4])([CH3:3])[CH3:2], predict the reaction product. The product is: [NH2:27][C@H:12]([CH2:13][C:14]([NH:16][CH2:17][CH2:18][NH:19][C:20]([O:22][C:23]([CH3:26])([CH3:25])[CH3:24])=[O:21])=[O:15])[CH2:11][CH2:10][CH2:9][NH:8][C:6](=[O:7])[O:5][C:1]([CH3:4])([CH3:3])[CH3:2]. (6) Given the reactants [N+]([N:4]1[CH:12]=[C:11]2[C:6]([CH:7]=[CH:8][C:9]([N+:13]([O-:15])=[O:14])=[CH:10]2)=[N:5]1)([O-])=O.[CH3:16][N:17]([CH3:22])[CH2:18][CH2:19][NH:20][CH3:21], predict the reaction product. The product is: [CH3:16][N:17]([CH3:22])[CH2:18][CH2:19][N:20]([CH3:21])[C:12]1[C:11]2[C:6](=[CH:7][CH:8]=[C:9]([N+:13]([O-:15])=[O:14])[CH:10]=2)[NH:5][N:4]=1. (7) Given the reactants [F:1][C:2]1[CH:3]=[N:4][NH:5][CH:6]=1.Cl[CH:8]([CH3:11])[C:9]#[N:10].C(=O)([O-])[O-].[Cs+].[Cs+].C(#N)C, predict the reaction product. The product is: [F:1][C:2]1[CH:3]=[N:4][N:5]([CH:8]([CH3:11])[C:9]#[N:10])[CH:6]=1. (8) The product is: [Br:15][C:16]1[CH:26]=[CH:25][C:19]2[C:20]([CH2:23][NH:5][C:4]3[CH:6]=[C:7]([C:10]4[O:14][CH:13]=[N:12][CH:11]=4)[CH:8]=[CH:9][C:3]=3[O:2][CH3:1])=[CH:21][S:22][C:18]=2[C:17]=1[CH3:27]. Given the reactants [CH3:1][O:2][C:3]1[CH:9]=[CH:8][C:7]([C:10]2[O:14][CH:13]=[N:12][CH:11]=2)=[CH:6][C:4]=1[NH2:5].[Br:15][C:16]1[CH:26]=[CH:25][C:19]2[C:20]([CH:23]=O)=[CH:21][S:22][C:18]=2[C:17]=1[CH3:27], predict the reaction product. (9) Given the reactants FC(F)(F)C(O)=O.[NH2:8][C@H:9]([C:19]1[C:24]([C:25]2[CH:26]=[CH:27][C:28]([F:34])=[C:29]([CH:33]=2)[C:30]([NH2:32])=[O:31])=[CH:23][CH:22]=[CH:21][N:20]=1)[CH2:10][C:11]1[CH:16]=[C:15]([F:17])[CH:14]=[C:13]([F:18])[CH:12]=1.[C:35]([O:39][C:40]([N:42]1[CH2:46][C:45](=[O:47])[CH2:44][C@H:43]1[C:48](O)=[O:49])=[O:41])([CH3:38])([CH3:37])[CH3:36], predict the reaction product. The product is: [C:30]([C:29]1[CH:33]=[C:25]([C:24]2[C:19]([C@@H:9]([NH:8][C:48]([C@@H:43]3[CH2:44][C:45](=[O:47])[CH2:46][N:42]3[C:40]([O:39][C:35]([CH3:38])([CH3:37])[CH3:36])=[O:41])=[O:49])[CH2:10][C:11]3[CH:12]=[C:13]([F:18])[CH:14]=[C:15]([F:17])[CH:16]=3)=[N:20][CH:21]=[CH:22][CH:23]=2)[CH:26]=[CH:27][C:28]=1[F:34])(=[O:31])[NH2:32].